Task: Predict the product of the given reaction.. Dataset: Forward reaction prediction with 1.9M reactions from USPTO patents (1976-2016) (1) Given the reactants C(OC([N:11]1[CH2:16][C@H:15]([CH3:17])[C@:14]([OH:19])([CH3:18])[C@H:13]([NH:20][C:21]([O:23][C:24]([CH3:27])([CH3:26])[CH3:25])=[O:22])[CH2:12]1)=O)C1C=CC=CC=1.[H][H], predict the reaction product. The product is: [C:24]([O:23][C:21](=[O:22])[NH:20][C@H:13]1[C:14]([OH:19])([CH3:18])[C@@H:15]([CH3:17])[CH2:16][NH:11][CH2:12]1)([CH3:27])([CH3:25])[CH3:26]. (2) Given the reactants [SH:1][C:2]1[NH:6][C:5]([CH3:7])=[N:4][N:3]=1.[NH2:8][C:9]1[CH:13]=[CH:12][N:11]([CH3:14])[N:10]=1.Cl[C:16]1[C:17]2[N:25]=[C:24](Cl)[CH:23]=[CH:22][C:18]=2[N:19]=[CH:20][N:21]=1, predict the reaction product. The product is: [CH3:7][C:5]1[NH:6][C:2]([S:1][C:24]2[CH:23]=[CH:22][C:18]3[N:19]=[CH:20][N:21]=[C:16]([NH:8][C:9]4[CH:13]=[CH:12][N:11]([CH3:14])[N:10]=4)[C:17]=3[N:25]=2)=[N:3][N:4]=1. (3) Given the reactants [CH3:1][N:2]1[C:10]2[C:5](=[N:6][C:7]([C@@H:17]([NH2:19])[CH3:18])=[C:8]([C:11]3[N:15]([CH3:16])[N:14]=[CH:13][CH:12]=3)[CH:9]=2)[CH:4]=[CH:3]1.[Cl:20][C:21]1[N:26]=[C:25](Cl)[C:24]([F:28])=[CH:23][N:22]=1.C(N(C(C)C)C(C)C)C, predict the reaction product. The product is: [Cl:20][C:21]1[N:26]=[C:25]([NH:19][C@H:17]([C:7]2[N:6]=[C:5]3[CH:4]=[CH:3][N:2]([CH3:1])[C:10]3=[CH:9][C:8]=2[C:11]2[N:15]([CH3:16])[N:14]=[CH:13][CH:12]=2)[CH3:18])[C:24]([F:28])=[CH:23][N:22]=1. (4) Given the reactants C(NC(C)C)(C)C.C([Li])CCC.[CH:13]([O:16][C:17]1[CH:18]=[C:19]2[C:24](=[CH:25][C:26]=1[O:27][CH3:28])[O:23][CH2:22][CH2:21][C:20]2=[O:29])([CH3:15])[CH3:14].[C:30](OCC)(=[O:36])[C:31]([O:33][CH2:34][CH3:35])=[O:32], predict the reaction product. The product is: [OH:36]/[C:30](=[C:21]1/[CH2:22][O:23][C:24]2[C:19]([C:20]/1=[O:29])=[CH:18][C:17]([O:16][CH:13]([CH3:15])[CH3:14])=[C:26]([O:27][CH3:28])[CH:25]=2)/[C:31]([O:33][CH2:34][CH3:35])=[O:32].